From a dataset of Catalyst prediction with 721,799 reactions and 888 catalyst types from USPTO. Predict which catalyst facilitates the given reaction. (1) Reactant: [Cl:1][C:2]1[CH:7]=[C:6]([OH:8])[CH:5]=[CH:4][C:3]=1[C:9]1[CH:14]=[CH:13][CH:12]=[C:11]([CH2:15][O:16][C:17]2[CH:22]=[CH:21][C:20]([C:23]3([CH2:27][C:28]([O:30][CH2:31][CH3:32])=[O:29])[CH2:26][O:25][CH2:24]3)=[CH:19][CH:18]=2)[CH:10]=1.CC1C=CC(S(O[CH2:44][CH:45]2[CH2:49][CH2:48][S:47](=[O:51])(=[O:50])[CH2:46]2)(=O)=O)=CC=1.C(=O)([O-])[O-].[Cs+].[Cs+]. Product: [Cl:1][C:2]1[CH:7]=[C:6]([O:8][CH2:44][CH:45]2[CH2:49][CH2:48][S:47](=[O:51])(=[O:50])[CH2:46]2)[CH:5]=[CH:4][C:3]=1[C:9]1[CH:14]=[CH:13][CH:12]=[C:11]([CH2:15][O:16][C:17]2[CH:22]=[CH:21][C:20]([C:23]3([CH2:27][C:28]([O:30][CH2:31][CH3:32])=[O:29])[CH2:24][O:25][CH2:26]3)=[CH:19][CH:18]=2)[CH:10]=1. The catalyst class is: 3. (2) Reactant: [Cl:1][C:2]1[CH:10]=[C:9]([CH3:11])[C:5]([C:6]([OH:8])=[O:7])=[C:4]([I:12])[CH:3]=1.[C:13]([O-])([O-])=O.[K+].[K+].CI. Product: [CH3:13][O:7][C:6](=[O:8])[C:5]1[C:9]([CH3:11])=[CH:10][C:2]([Cl:1])=[CH:3][C:4]=1[I:12]. The catalyst class is: 21. (3) Product: [O:17]([C:24]1[CH:25]=[C:26]([CH:39]=[CH:40][CH:41]=1)[CH2:12][S:11][C:7]1[CH:6]=[C:5]2[C:10](=[CH:9][CH:8]=1)[N:1]=[CH:2][CH:3]=[CH:4]2)[C:18]1[CH:23]=[CH:22][CH:21]=[CH:20][CH:19]=1. The catalyst class is: 7. Reactant: [N:1]1[C:10]2[C:5](=[CH:6][C:7]([S:11][C:12](=S)OCC)=[CH:8][CH:9]=2)[CH:4]=[CH:3][CH:2]=1.[O:17]([C:24]1[CH:25]=[C:26]([CH:39]=[CH:40][CH:41]=1)COS(C1C=CC(C)=CC=1)(=O)=O)[C:18]1[CH:23]=[CH:22][CH:21]=[CH:20][CH:19]=1.CO.CC(C)([O-])C.[K+]. (4) Reactant: [C:1]([CH:5]1[CH2:10][CH2:9][C:8](=[O:11])[CH2:7][CH2:6]1)([CH3:4])([CH3:3])[CH3:2].[Br:12]Br.[CH2:14]([OH:17])[CH2:15]O. Product: [Br:12][CH:9]1[CH2:10][CH:5]([C:1]([CH3:4])([CH3:2])[CH3:3])[CH2:6][CH2:7][C:8]21[O:17][CH2:14][CH2:15][O:11]2. The catalyst class is: 605. (5) Reactant: C[Mg]Cl.[O:4]1CCC[CH2:5]1.[F:9][C:10]1[CH:17]=[CH:16][CH:15]=[CH:14][C:11]=1[CH:12]=[O:13].[C:18]1(=[O:28])[O:23][C:21](=[O:22])[C:20]2=[CH:24][CH:25]=[CH:26][CH:27]=[C:19]12.Cl. Product: [C:18]([OH:23])(=[O:28])[C:19]1[C:20](=[CH:24][CH:25]=[CH:26][CH:27]=1)[C:21]([OH:4])=[O:22].[F:9][C:10]1[CH:17]=[CH:16][CH:15]=[CH:14][C:11]=1[CH:12]([OH:13])[CH3:5]. The catalyst class is: 6. (6) Reactant: [F:1][C:2]([F:43])([F:42])[C:3]1[CH:4]=[C:5]([C@H:13]2[O:17][C:16](=[O:18])[N:15]([CH2:19][C:20]3[CH:25]=[C:24]([N+:26]([O-])=O)[CH:23]=[CH:22][C:21]=3[C:29]3[CH:34]=[C:33]([CH:35]([CH3:37])[CH3:36])[C:32]([F:38])=[CH:31][C:30]=3[O:39][CH3:40])[C@H:14]2[CH3:41])[CH:6]=[C:7]([C:9]([F:12])([F:11])[F:10])[CH:8]=1. Product: [NH2:26][C:24]1[CH:23]=[CH:22][C:21]([C:29]2[CH:34]=[C:33]([CH:35]([CH3:36])[CH3:37])[C:32]([F:38])=[CH:31][C:30]=2[O:39][CH3:40])=[C:20]([CH2:19][N:15]2[C@@H:14]([CH3:41])[C@@H:13]([C:5]3[CH:6]=[C:7]([C:9]([F:10])([F:11])[F:12])[CH:8]=[C:3]([C:2]([F:43])([F:42])[F:1])[CH:4]=3)[O:17][C:16]2=[O:18])[CH:25]=1. The catalyst class is: 5. (7) Reactant: [CH3:1][C:2]1[CH:7]=[CH:6][C:5]([Br:8])=[C:4]2[C:9]([CH2:12][CH:13](N)CO)=[CH:10][NH:11][C:3]=12.[C:17]([CH2:22][C:23]([O:25][CH2:26][CH3:27])=[O:24])(=[O:21])[CH2:18][CH2:19][CH3:20].B(F)(F)[F:29].CCOCC. Product: [CH2:26]([O:25][C:23](=[O:24])[CH2:22][C:17]1([CH2:18][CH2:19][CH3:20])[C:10]2[NH:11][C:3]3[C:4]([C:9]=2[CH2:12][CH2:13][O:21]1)=[C:5]([Br:8])[C:6]([F:29])=[CH:7][C:2]=3[CH3:1])[CH3:27]. The catalyst class is: 2. (8) Reactant: [CH2:1]([O:3][C:4](=[O:15])[CH2:5][O:6][C:7]1[CH:11]=[C:10]([C:12](O)=[O:13])[O:9][N:8]=1)[CH3:2].C(Cl)(=O)C([Cl:19])=O.CN(C=O)C. Product: [Cl:19][C:12]([C:10]1[O:9][N:8]=[C:7]([O:6][CH2:5][C:4]([O:3][CH2:1][CH3:2])=[O:15])[CH:11]=1)=[O:13]. The catalyst class is: 4. (9) Reactant: C(OC(=O)[NH:7][CH2:8][C:9]1[CH:14]=[CH:13][CH:12]=[C:11]([C:15]2[N:20]3[N:21]=[C:22]([NH:24][C:25]4[CH:30]=[CH:29][C:28]([O:31][CH2:32][CH2:33][N:34]5[CH2:38][CH2:37][CH2:36][CH2:35]5)=[CH:27][CH:26]=4)[N:23]=[C:19]3[CH:18]=[CH:17][CH:16]=2)[CH:10]=1)(C)(C)C.FC(F)(F)C(O)=O.C(=O)([O-])O.[Na+]. Product: [NH2:7][CH2:8][C:9]1[CH:10]=[C:11]([C:15]2[N:20]3[N:21]=[C:22]([NH:24][C:25]4[CH:30]=[CH:29][C:28]([O:31][CH2:32][CH2:33][N:34]5[CH2:35][CH2:36][CH2:37][CH2:38]5)=[CH:27][CH:26]=4)[N:23]=[C:19]3[CH:18]=[CH:17][CH:16]=2)[CH:12]=[CH:13][CH:14]=1. The catalyst class is: 4. (10) The catalyst class is: 2. Reactant: C(C1C=C(C)C=C(C(C)(C)C)N=1)(C)(C)C.[N+:16]([C:19]1[CH:20]=[C:21]([OH:29])[CH:22]=[C:23]2[C:28]=1[N:27]=[CH:26][CH:25]=[CH:24]2)([O-:18])=[O:17].[O:30](S(C(F)(F)F)(=O)=O)[S:31]([C:34]([F:37])([F:36])[F:35])(=O)=[O:32].C(=O)(O)[O-].[Na+]. Product: [F:35][C:34]([F:37])([F:36])[S:31]([O:29][C:21]1[CH:22]=[C:23]2[C:28](=[C:19]([N+:16]([O-:18])=[O:17])[CH:20]=1)[N:27]=[CH:26][CH:25]=[CH:24]2)(=[O:32])=[O:30].